From a dataset of Forward reaction prediction with 1.9M reactions from USPTO patents (1976-2016). Predict the product of the given reaction. (1) Given the reactants [OH:1][C:2]([C:4]([F:7])([F:6])[F:5])=[O:3].Br[CH2:9][CH2:10][CH2:11][N:12]1[C:16](=[O:17])[C:15]2([CH2:22][CH2:21][N:20]([C@H:23]3[CH2:28][CH2:27][C@@H:26]([CH:29]([CH3:31])[CH3:30])[CH2:25][CH2:24]3)[CH2:19][CH2:18]2)[N:14]([C:32]2[CH:37]=[CH:36][CH:35]=[CH:34][CH:33]=2)[CH2:13]1.[CH3:38][NH:39][CH3:40], predict the reaction product. The product is: [OH:3][C:2]([C:4]([F:7])([F:6])[F:5])=[O:1].[CH3:38][N:39]([CH3:40])[CH2:9][CH2:10][CH2:11][N:12]1[C:16](=[O:17])[C:15]2([CH2:22][CH2:21][N:20]([C@H:23]3[CH2:28][CH2:27][C@@H:26]([CH:29]([CH3:31])[CH3:30])[CH2:25][CH2:24]3)[CH2:19][CH2:18]2)[N:14]([C:32]2[CH:37]=[CH:36][CH:35]=[CH:34][CH:33]=2)[CH2:13]1. (2) The product is: [NH:30]1[CH:29]=[CH:3][C:2]([C:5]2[CH:18]=[CH:17][C:12]([C:13]([O:15][CH3:16])=[O:14])=[CH:11][CH:10]=2)=[CH:1]1. Given the reactants [CH3:1][C:2]([CH3:5])([O-])[CH3:3].[Na+].C(C1[CH:18]=[CH:17][C:12]([C:13]([O:15][CH3:16])=[O:14])=[CH:11][CH:10]=1)=C.S([CH2:29][N+:30]#[C-])(C1C=CC(C)=CC=1)(=O)=O.Cl, predict the reaction product.